This data is from Reaction yield outcomes from USPTO patents with 853,638 reactions. The task is: Predict the reaction yield, written as a fraction of the theoretical maximum amount of product (1.0 means a 100% yield; for example, 0.34 means a 34% yield). (1) The reactants are [CH:1]([OH:3])=O.OO.[C:6]1([C:11]2[CH:16]=[CH:15][C:14]([F:17])=[CH:13][C:12]=2[F:18])C[CH2:9][CH2:8][CH:7]=1. No catalyst specified. The product is [F:18][C:12]1[CH:13]=[C:14]([F:17])[CH:15]=[CH:16][C:11]=1[CH:6]1[CH2:7][CH2:8][CH2:9][C:1]1=[O:3]. The yield is 0.455. (2) No catalyst specified. The reactants are [N:1]1[CH:6]=[CH:5][CH:4]=[CH:3][C:2]=1[C:7]1[O:11][CH:10]=[N:9][CH:8]=1.[C:12]1([S:18][C:19]2[CH:24]=[CH:23][C:22]([CH2:25][CH2:26][C:27](O)=[O:28])=[CH:21][CH:20]=2)[CH:17]=[CH:16][CH:15]=[CH:14][CH:13]=1. The product is [O:28]=[C:27]([C:10]1[O:11][C:7]([C:2]2[CH:3]=[CH:4][CH:5]=[CH:6][N:1]=2)=[CH:8][N:9]=1)[CH2:26][CH2:25][C:22]1[CH:23]=[CH:24][C:19]([S:18][C:12]2[CH:17]=[CH:16][CH:15]=[CH:14][CH:13]=2)=[CH:20][CH:21]=1. The yield is 0.330. (3) The reactants are [CH2:1]([N:3]1[C:11]2[C:6](=[CH:7][CH:8]=[C:9]([O:12][CH3:13])[CH:10]=2)[C:5]([C:14](=[O:16])[CH3:15])=[CH:4]1)[CH3:2].[CH2:17]([N:19]1C2C(=CC=C(OC)C=2)C=C1)C.COC(OC)N(C)C.N1CCCC1.Cl.ON. The yield is 0.660. The product is [CH2:1]([N:3]1[C:11]2[C:6](=[CH:7][CH:8]=[C:9]([O:12][CH3:13])[CH:10]=2)[C:5]([C:14]2[O:16][N:19]=[CH:17][CH:15]=2)=[CH:4]1)[CH3:2]. The catalyst is O. (4) The reactants are [Cl:1][C:2]1[CH:3]=[CH:4][C:5]2[O:9][C:8]([S:10][C:11]3[N:16]=[N:15][CH:14]=[CH:13][CH:12]=3)=[C:7]([CH3:17])[C:6]=2[CH:18]=1.Cl.[O:20]1CCOCC1. No catalyst specified. The product is [Cl:1][C:2]1[CH:3]=[CH:4][C:5]2[O:9][C:8]([S:10][C:11]3[CH:12]=[CH:13][C:14](=[O:20])[NH:15][N:16]=3)=[C:7]([CH3:17])[C:6]=2[CH:18]=1. The yield is 0.730. (5) The reactants are [Br:1][C:2]1[CH:7]=[C:6]([CH3:8])[CH:5]=[CH:4][C:3]=1[C:9]([OH:14])([CH2:12][F:13])[CH2:10][F:11].CCN(C(C)C)C(C)C.[CH2:24](Cl)[O:25][CH3:26].[NH4+].[Cl-]. The catalyst is C(Cl)Cl. The product is [Br:1][C:2]1[CH:7]=[C:6]([CH3:8])[CH:5]=[CH:4][C:3]=1[C:9]([O:14][CH2:24][O:25][CH3:26])([CH2:10][F:11])[CH2:12][F:13]. The yield is 0.800. (6) No catalyst specified. The yield is 0.980. The reactants are [Br:1][C:2]1[CH:7]=[CH:6][CH:5]=[CH:4][C:3]=1[CH2:8][CH2:9][C:10](O)=[O:11].N#N.B.C1COCC1.C1COCC1. The product is [Br:1][C:2]1[CH:7]=[CH:6][CH:5]=[CH:4][C:3]=1[CH2:8][CH2:9][CH2:10][OH:11]. (7) The reactants are [CH2:1](Br)[C:2]1[CH:7]=[CH:6][CH:5]=[CH:4][CH:3]=1.[NH:9]1[C:13]([C:14]2[CH:15]=[C:16]([C:20]3[CH:21]=[CH:22][C:23]4[O:27][C:26]([C:28]5[CH:33]=[CH:32][C:31]([F:34])=[CH:30][CH:29]=5)=[C:25]([C:35]([NH:37][CH3:38])=[O:36])[C:24]=4[CH:39]=3)[CH:17]=[CH:18][CH:19]=2)=[N:12][N:11]=[N:10]1.C([O-])([O-])=O.[Na+].[Na+]. The catalyst is CN(C=O)C. The product is [CH2:1]([N:10]1[N:11]=[N:12][C:13]([C:14]2[CH:15]=[C:16]([C:20]3[CH:21]=[CH:22][C:23]4[O:27][C:26]([C:28]5[CH:33]=[CH:32][C:31]([F:34])=[CH:30][CH:29]=5)=[C:25]([C:35]([NH:37][CH3:38])=[O:36])[C:24]=4[CH:39]=3)[CH:17]=[CH:18][CH:19]=2)=[N:9]1)[C:2]1[CH:7]=[CH:6][CH:5]=[CH:4][CH:3]=1. The yield is 0.190.